The task is: Predict the product of the given reaction.. This data is from Forward reaction prediction with 1.9M reactions from USPTO patents (1976-2016). Given the reactants [CH3:1][N:2]1[C:10]2[C:5](=[CH:6][CH:7]=[CH:8][CH:9]=2)[C:4](/[CH:11]=[C:12](\[NH:23][CH:24]=O)/[S:13]([C:16]2[CH:22]=[CH:21][C:19]([CH3:20])=[CH:18][CH:17]=2)(=[O:15])=[O:14])=[CH:3]1.C(N(CC)CC)C.P(Cl)(Cl)(Cl)=O.[Cl-].[NH4+], predict the reaction product. The product is: [N+:23](/[C:12](/[S:13]([C:16]1[CH:22]=[CH:21][C:19]([CH3:20])=[CH:18][CH:17]=1)(=[O:15])=[O:14])=[CH:11]\[C:4]1[C:5]2[C:10](=[CH:9][CH:8]=[CH:7][CH:6]=2)[N:2]([CH3:1])[CH:3]=1)#[C-:24].